Dataset: Forward reaction prediction with 1.9M reactions from USPTO patents (1976-2016). Task: Predict the product of the given reaction. Given the reactants [H-].[Na+].CCC1(C2C=CC=CC=2)C(=O)NC(=O)NC1=O.[CH3:20][O:21][CH2:22][CH2:23][O:24]CCO.[CH2:28]([O:30][C:31](=[O:59])[CH2:32][CH2:33][CH2:34][CH2:35][CH2:36][O:37][CH2:38][CH2:39][O:40][CH2:41][CH2:42][O:43][CH2:44][CH2:45][O:46][CH2:47][CH2:48][O:49][CH2:50][CH2:51][O:52][CH2:53][CH2:54]S(C)(=O)=O)[CH3:29], predict the reaction product. The product is: [CH2:28]([O:30][C:31](=[O:59])[CH2:32][CH2:33][CH2:34][CH2:35][CH2:36][O:37][CH2:38][CH2:39][O:40][CH2:41][CH2:42][O:43][CH2:44][CH2:45][O:46][CH2:47][CH2:48][O:49][CH2:50][CH2:51][O:52][CH2:53][CH2:54][O:24][CH2:23][CH2:22][O:21][CH3:20])[CH3:29].